Dataset: Reaction yield outcomes from USPTO patents with 853,638 reactions. Task: Predict the reaction yield, written as a fraction of the theoretical maximum amount of product (1.0 means a 100% yield; for example, 0.34 means a 34% yield). (1) The reactants are [H-].[Na+].[C:3]1(=[O:9])[CH2:8][CH2:7][CH2:6][CH2:5][CH2:4]1.Cl[CH2:11][C:12]([O:14]COC)=[CH2:13]. The catalyst is CN(C=O)C. The product is [O:14]=[C:12]([CH3:13])[CH2:11][CH:4]1[CH2:5][CH2:6][CH2:7][CH2:8][C:3]1=[O:9]. The yield is 0.230. (2) The reactants are [N-:1]=[N+:2]=[N-:3].[Na+].CS(O[C@H:10]1[C@@H:14]([C:15]2[CH:20]=[CH:19][C:18]([F:21])=[CH:17][CH:16]=2)[CH2:13][O:12][CH2:11]1)(=O)=O. The catalyst is CS(C)=O.O. The yield is 0.940. The product is [N:1]([C@H:10]1[C@@H:14]([C:15]2[CH:20]=[CH:19][C:18]([F:21])=[CH:17][CH:16]=2)[CH2:13][O:12][CH2:11]1)=[N+:2]=[N-:3].